Dataset: Full USPTO retrosynthesis dataset with 1.9M reactions from patents (1976-2016). Task: Predict the reactants needed to synthesize the given product. (1) Given the product [Cl:13][C:14]1[CH:15]=[C:16]([CH:20]=[CH:21][C:22]=1[F:23])[C:17]([N:10]=[C:8]1[N:7]([CH:25]([CH2:30][CH3:31])[C:26]([OH:28])=[O:27])[C:6]2[CH:11]=[C:2]([F:1])[C:3]([F:12])=[CH:4][C:5]=2[S:9]1)=[O:18], predict the reactants needed to synthesize it. The reactants are: [F:1][C:2]1[C:3]([F:12])=[CH:4][C:5]2[S:9][C:8]([NH2:10])=[N:7][C:6]=2[CH:11]=1.[Cl:13][C:14]1[CH:15]=[C:16]([CH:20]=[CH:21][C:22]=1[F:23])[C:17](Cl)=[O:18].Br[CH:25]([CH2:30][CH3:31])[C:26]([O:28]C)=[O:27].COC1C=CC2N=C(N)SC=2C=1.ClC1C=C(C=CC=1)C(Cl)=O.BrCC(OCC)=O. (2) Given the product [CH3:35][CH:34]1[CH2:33][CH2:32][CH:31]([CH3:36])[N:30]1[CH2:29][CH2:28][O:27][C:22]1[CH:23]=[C:24]2[C:19](=[CH:20][CH:21]=1)[CH:18]=[C:17]([C:11]1[C:10]3[C:14](=[CH:15][CH:16]=[C:8]([C:6]4[NH:43][N:42]=[C:40]([CH2:39][CH:38]([CH3:44])[CH3:37])[N:7]=4)[CH:9]=3)[NH:13][N:12]=1)[CH:26]=[CH:25]2, predict the reactants needed to synthesize it. The reactants are: Cl.Cl.C(O[C:6]([C:8]1[CH:9]=[C:10]2[C:14](=[CH:15][CH:16]=1)[NH:13][N:12]=[C:11]2[C:17]1[CH:26]=[CH:25][C:24]2[C:19](=[CH:20][CH:21]=[C:22]([O:27][CH2:28][CH2:29][N:30]3[CH:34]([CH3:35])[CH2:33][CH2:32][CH:31]3[CH3:36])[CH:23]=2)[CH:18]=1)=[NH:7])C.[CH3:37][CH:38]([CH3:44])[CH2:39][C:40]([NH:42][NH2:43])=O.C(N(CC)CC)C.